This data is from Full USPTO retrosynthesis dataset with 1.9M reactions from patents (1976-2016). The task is: Predict the reactants needed to synthesize the given product. Given the product [C:60]([O:64][C:65]([N:67]1[CH2:71][CH2:70][C@@H:69]([C:72]2[CH:77]=[CH:76][C:75]([S:8][C:4]3[CH:5]=[CH:6][CH:7]=[C:2]([F:1])[CH:3]=3)=[CH:74][C:73]=2[OH:79])[CH2:68]1)=[O:66])([CH3:63])([CH3:61])[CH3:62], predict the reactants needed to synthesize it. The reactants are: [F:1][C:2]1[CH:3]=[C:4]([SH:8])[CH:5]=[CH:6][CH:7]=1.C1(P(C2C=CC=CC=2)C2C3OC4C(=CC=CC=4P(C4C=CC=CC=4)C4C=CC=CC=4)C(C)(C)C=3C=CC=2)C=CC=CC=1.CCN(C(C)C)C(C)C.[C:60]([O:64][C:65]([N:67]1[CH2:71][CH2:70][C@@H:69]([C:72]2[CH:77]=[CH:76][C:75](Br)=[CH:74][C:73]=2[OH:79])[CH2:68]1)=[O:66])([CH3:63])([CH3:62])[CH3:61].OS([O-])(=O)=O.[K+].[O-]S([O-])(=O)=O.[Na+].[Na+].